Dataset: Forward reaction prediction with 1.9M reactions from USPTO patents (1976-2016). Task: Predict the product of the given reaction. (1) Given the reactants [NH2:1][C:2]1[CH:24]=[CH:23][C:5]([CH2:6][CH2:7][O:8][C:9]2[CH:14]=[CH:13][C:12]([CH2:15][C@H:16]([O:20][CH2:21][CH3:22])[C:17]([OH:19])=[O:18])=[CH:11][CH:10]=2)=[CH:4][CH:3]=1.[C:25]([O:29][C:30](=[O:43])[N:31]=[C:32]([NH:35][C:36]([O:38][C:39]([CH3:42])([CH3:41])[CH3:40])=[O:37])SC)([CH3:28])([CH3:27])[CH3:26].C(N(CC)CC)C, predict the reaction product. The product is: [C:39]([O:38][C:36]([NH:35][C:32]([NH:1][C:2]1[CH:3]=[CH:4][C:5]([CH2:6][CH2:7][O:8][C:9]2[CH:14]=[CH:13][C:12]([CH2:15][C@H:16]([O:20][CH2:21][CH3:22])[C:17]([OH:19])=[O:18])=[CH:11][CH:10]=2)=[CH:23][CH:24]=1)=[N:31][C:30]([O:29][C:25]([CH3:28])([CH3:27])[CH3:26])=[O:43])=[O:37])([CH3:42])([CH3:41])[CH3:40]. (2) Given the reactants C(O[C:6](=[O:20])[N:7]([CH2:12][C:13]1[CH:18]=[CH:17][C:16](Br)=[CH:15][CH:14]=1)[CH2:8][CH2:9][CH2:10][F:11])(C)(C)C.[Li]C[CH2:23][CH2:24][CH3:25].[CH3:26]CCCCC.[B:32](OC)([O:35]C)[O:33]C.Cl, predict the reaction product. The product is: [C:24]([C:6]([N:7]([CH2:12][C:13]1[CH:14]=[CH:15][C:16]([B:32]([OH:35])[OH:33])=[CH:17][CH:18]=1)[CH2:8][CH2:9][CH2:10][F:11])=[O:20])([CH3:23])([CH3:25])[CH3:26]. (3) Given the reactants [OH:1][CH2:2][CH2:3][C:4]#[C:5][C:6]1[CH:11]=[CH:10][C:9]([CH2:12][C:13]([O:15][CH3:16])=[O:14])=[CH:8][CH:7]=1.[H][H], predict the reaction product. The product is: [OH:1][CH2:2][CH2:3][CH2:4][CH2:5][C:6]1[CH:7]=[CH:8][C:9]([CH2:12][C:13]([O:15][CH3:16])=[O:14])=[CH:10][CH:11]=1. (4) Given the reactants C([O:5][C:6](=[O:33])[C@@H:7]([NH:18][C:19](=[O:32])[C@@H:20]([NH:22][C:23](=[O:31])[CH2:24][N:25]1[CH2:30][CH2:29][O:28][CH2:27][CH2:26]1)[CH3:21])[CH2:8][C:9]1[C:17]2[C:12](=[CH:13][CH:14]=[CH:15][CH:16]=2)[NH:11][CH:10]=1)(C)(C)C.FC(F)(F)C(O)C(F)(F)F, predict the reaction product. The product is: [NH:11]1[C:12]2[C:17](=[CH:16][CH:15]=[CH:14][CH:13]=2)[C:9]([CH2:8][C@H:7]([NH:18][C:19](=[O:32])[C@@H:20]([NH:22][C:23](=[O:31])[CH2:24][N:25]2[CH2:30][CH2:29][O:28][CH2:27][CH2:26]2)[CH3:21])[C:6]([OH:33])=[O:5])=[CH:10]1. (5) Given the reactants [CH3:1][CH:2]([O:4][C:5]1[CH:12]=[CH:11][C:10]([C:13]2[S:14][C:15]([N:18]3[C:26]([CH3:27])=[C:21]4[CH2:22][NH:23][CH2:24][CH2:25][C:20]4=[N:19]3)=[N:16][N:17]=2)=[CH:9][C:6]=1[C:7]#[N:8])[CH3:3].[CH3:28][C:29]1([CH3:36])[O:34][CH2:33][C:32](=O)[CH2:31][O:30]1.C(O[BH-](OC(=O)C)OC(=O)C)(=O)C.[Na+], predict the reaction product. The product is: [CH3:28][C:29]1([CH3:36])[O:34][CH2:33][CH:32]([N:23]2[CH2:24][CH2:25][C:20]3=[N:19][N:18]([C:15]4[S:14][C:13]([C:10]5[CH:11]=[CH:12][C:5]([O:4][CH:2]([CH3:1])[CH3:3])=[C:6]([CH:9]=5)[C:7]#[N:8])=[N:17][N:16]=4)[C:26]([CH3:27])=[C:21]3[CH2:22]2)[CH2:31][O:30]1.